Dataset: Full USPTO retrosynthesis dataset with 1.9M reactions from patents (1976-2016). Task: Predict the reactants needed to synthesize the given product. Given the product [Br:12][C:9]1[CH:10]=[CH:11][C:6]([C@@H:3]([NH:2][C:13](=[O:14])[O:15][C:16]([CH3:19])([CH3:18])[CH3:17])[CH2:4][OH:5])=[CH:7][CH:8]=1, predict the reactants needed to synthesize it. The reactants are: Cl.[NH2:2][C@H:3]([C:6]1[CH:11]=[CH:10][C:9]([Br:12])=[CH:8][CH:7]=1)[CH2:4][OH:5].[C:13](O[C:13]([O:15][C:16]([CH3:19])([CH3:18])[CH3:17])=[O:14])([O:15][C:16]([CH3:19])([CH3:18])[CH3:17])=[O:14].C(=O)(O)[O-].[Na+].